This data is from Peptide-MHC class II binding affinity with 134,281 pairs from IEDB. The task is: Regression. Given a peptide amino acid sequence and an MHC pseudo amino acid sequence, predict their binding affinity value. This is MHC class II binding data. (1) The binding affinity (normalized) is 0.205. The MHC is DRB4_0101 with pseudo-sequence DRB4_0103. The peptide sequence is VAKVKIKPLEDKILV. (2) The peptide sequence is LWEVKSAKPLTGPMN. The MHC is DRB1_0901 with pseudo-sequence DRB1_0901. The binding affinity (normalized) is 0.378.